Dataset: NCI-60 drug combinations with 297,098 pairs across 59 cell lines. Task: Regression. Given two drug SMILES strings and cell line genomic features, predict the synergy score measuring deviation from expected non-interaction effect. (1) Drug 1: C1CCN(CC1)CCOC2=CC=C(C=C2)C(=O)C3=C(SC4=C3C=CC(=C4)O)C5=CC=C(C=C5)O. Drug 2: C(CN)CNCCSP(=O)(O)O. Cell line: MALME-3M. Synergy scores: CSS=1.33, Synergy_ZIP=0.656, Synergy_Bliss=2.19, Synergy_Loewe=-1.96, Synergy_HSA=-0.457. (2) Drug 1: CC1C(C(=O)NC(C(=O)N2CCCC2C(=O)N(CC(=O)N(C(C(=O)O1)C(C)C)C)C)C(C)C)NC(=O)C3=C4C(=C(C=C3)C)OC5=C(C(=O)C(=C(C5=N4)C(=O)NC6C(OC(=O)C(N(C(=O)CN(C(=O)C7CCCN7C(=O)C(NC6=O)C(C)C)C)C)C(C)C)C)N)C. Drug 2: CCC1=C2CN3C(=CC4=C(C3=O)COC(=O)C4(CC)O)C2=NC5=C1C=C(C=C5)O. Cell line: HL-60(TB). Synergy scores: CSS=19.6, Synergy_ZIP=27.5, Synergy_Bliss=16.9, Synergy_Loewe=-43.2, Synergy_HSA=-19.7. (3) Drug 1: CC1C(C(CC(O1)OC2CC(CC3=C2C(=C4C(=C3O)C(=O)C5=C(C4=O)C(=CC=C5)OC)O)(C(=O)CO)O)N)O.Cl. Drug 2: C1=CC(=CC=C1CC(C(=O)O)N)N(CCCl)CCCl.Cl. Cell line: DU-145. Synergy scores: CSS=13.1, Synergy_ZIP=-5.94, Synergy_Bliss=1.43, Synergy_Loewe=-1.03, Synergy_HSA=1.26. (4) Drug 1: C1=C(C(=O)NC(=O)N1)F. Drug 2: N.N.Cl[Pt+2]Cl. Cell line: MDA-MB-231. Synergy scores: CSS=12.4, Synergy_ZIP=-6.03, Synergy_Bliss=-1.45, Synergy_Loewe=-3.17, Synergy_HSA=-1.04. (5) Drug 1: C1=C(C(=O)NC(=O)N1)F. Drug 2: COC1=C2C(=CC3=C1OC=C3)C=CC(=O)O2. Cell line: MDA-MB-231. Synergy scores: CSS=7.95, Synergy_ZIP=-7.38, Synergy_Bliss=-4.93, Synergy_Loewe=-6.33, Synergy_HSA=-3.91. (6) Drug 1: CN(CC1=CN=C2C(=N1)C(=NC(=N2)N)N)C3=CC=C(C=C3)C(=O)NC(CCC(=O)O)C(=O)O. Drug 2: CS(=O)(=O)OCCCCOS(=O)(=O)C. Cell line: MDA-MB-435. Synergy scores: CSS=46.2, Synergy_ZIP=1.95, Synergy_Bliss=-0.323, Synergy_Loewe=-30.5, Synergy_HSA=-0.907. (7) Drug 1: CCN(CC)CCNC(=O)C1=C(NC(=C1C)C=C2C3=C(C=CC(=C3)F)NC2=O)C. Drug 2: C1=CN(C=N1)CC(O)(P(=O)(O)O)P(=O)(O)O. Cell line: SR. Synergy scores: CSS=-0.237, Synergy_ZIP=1.07, Synergy_Bliss=-6.03, Synergy_Loewe=-4.81, Synergy_HSA=-8.82. (8) Drug 1: CC1=C(C(CCC1)(C)C)C=CC(=CC=CC(=CC(=O)O)C)C. Drug 2: COC1=C2C(=CC3=C1OC=C3)C=CC(=O)O2. Cell line: M14. Synergy scores: CSS=-5.67, Synergy_ZIP=0.657, Synergy_Bliss=-0.00846, Synergy_Loewe=-3.33, Synergy_HSA=-4.34. (9) Synergy scores: CSS=39.5, Synergy_ZIP=-11.3, Synergy_Bliss=-0.612, Synergy_Loewe=-5.05, Synergy_HSA=1.82. Cell line: LOX IMVI. Drug 2: CCC1(C2=C(COC1=O)C(=O)N3CC4=CC5=C(C=CC(=C5CN(C)C)O)N=C4C3=C2)O.Cl. Drug 1: C1=CC(=CC=C1CC(C(=O)O)N)N(CCCl)CCCl.Cl. (10) Synergy scores: CSS=36.0, Synergy_ZIP=0.150, Synergy_Bliss=0.215, Synergy_Loewe=-40.3, Synergy_HSA=-0.0189. Drug 1: CC12CCC3C(C1CCC2O)C(CC4=C3C=CC(=C4)O)CCCCCCCCCS(=O)CCCC(C(F)(F)F)(F)F. Cell line: TK-10. Drug 2: B(C(CC(C)C)NC(=O)C(CC1=CC=CC=C1)NC(=O)C2=NC=CN=C2)(O)O.